Dataset: Reaction yield outcomes from USPTO patents with 853,638 reactions. Task: Predict the reaction yield, written as a fraction of the theoretical maximum amount of product (1.0 means a 100% yield; for example, 0.34 means a 34% yield). The reactants are [CH:1]([C:3]1[NH:4][C:5]([CH3:11])=[CH:6][C:7]=1[C:8]([OH:10])=O)=[O:2].[CH3:12][N:13]([CH3:19])[C@H:14]1[CH2:18][CH2:17][NH:16][CH2:15]1. No catalyst specified. The product is [CH3:12][N:13]([CH3:19])[C@H:14]1[CH2:18][CH2:17][N:16]([C:8]([C:7]2[CH:6]=[C:5]([CH3:11])[NH:4][C:3]=2[CH:1]=[O:2])=[O:10])[CH2:15]1. The yield is 0.520.